From a dataset of Full USPTO retrosynthesis dataset with 1.9M reactions from patents (1976-2016). Predict the reactants needed to synthesize the given product. (1) Given the product [F:14][C:2]([F:1])([CH3:13])[CH2:3][CH2:4][CH2:5][CH2:6][N:7]1[CH:11]=[C:10]([NH:12][C:26]([C:22]2[N:23]=[CH:24][O:25][C:21]=2[C:15]2[CH:16]=[CH:17][CH:18]=[CH:19][CH:20]=2)=[O:27])[CH:9]=[N:8]1, predict the reactants needed to synthesize it. The reactants are: [F:1][C:2]([F:14])([CH3:13])[CH2:3][CH2:4][CH2:5][CH2:6][N:7]1[CH:11]=[C:10]([NH2:12])[CH:9]=[N:8]1.[C:15]1([C:21]2[O:25][CH:24]=[N:23][C:22]=2[C:26](O)=[O:27])[CH:20]=[CH:19][CH:18]=[CH:17][CH:16]=1. (2) Given the product [ClH:1].[Cl:1][C:2]1[S:3][CH:4]=[C:5]([CH3:21])[C:6]=1[N:7]1[C:12]2[CH2:17][CH2:18][CH2:19][CH2:20][C:11]=2[N:10]=[C:8]1[NH2:9], predict the reactants needed to synthesize it. The reactants are: [Cl:1][C:2]1[S:3][CH:4]=[C:5]([CH3:21])[C:6]=1[NH:7][C:8]([NH:10][CH:11]1[CH2:20][CH2:19][CH2:18][CH2:17][C:12]21OCCO2)=[NH:9]. (3) Given the product [NH2:1][C:4]1[CH:19]=[C:7]2[CH2:8][N:9]([C:12]([O:14][C:15]([CH3:17])([CH3:16])[CH3:18])=[O:13])[CH2:10][CH2:11][N:6]2[N:5]=1, predict the reactants needed to synthesize it. The reactants are: [N+:1]([C:4]1[CH:19]=[C:7]2[CH2:8][N:9]([C:12]([O:14][C:15]([CH3:18])([CH3:17])[CH3:16])=[O:13])[CH2:10][CH2:11][N:6]2[N:5]=1)([O-])=O. (4) Given the product [C:11]([C:2]1[CH:3]=[CH:4][C:5]([NH:8][CH3:9])=[N:6][CH:7]=1)#[CH:16], predict the reactants needed to synthesize it. The reactants are: I[C:2]1[CH:3]=[CH:4][C:5]([NH:8][CH3:9])=[N:6][CH:7]=1.Cl[C:11]1[CH:16]=CC(C#C)=CN=1. (5) Given the product [Cl:13][CH2:8][C:7]1[C:3]([CH2:1][CH3:2])=[N:4][O:5][C:6]=1[CH3:10], predict the reactants needed to synthesize it. The reactants are: [CH2:1]([C:3]1[C:7]([CH2:8]O)=[C:6]([CH3:10])[O:5][N:4]=1)[CH3:2].O=S(Cl)[Cl:13]. (6) Given the product [F:9][C:8]([F:11])([F:10])[C:5]1[CH:6]=[CH:7][C:2]([CH:15]2[C:24]3[C:19](=[CH:20][CH:21]=[CH:22][CH:23]=3)[CH:18]=[CH:17][N:16]2[C:26]([O:28][CH2:29][CH3:30])=[O:27])=[CH:3][CH:4]=1, predict the reactants needed to synthesize it. The reactants are: Br[C:2]1[CH:7]=[CH:6][C:5]([C:8]([F:11])([F:10])[F:9])=[CH:4][CH:3]=1.[Mg].II.[CH:15]1[C:24]2[C:19](=[CH:20][CH:21]=[CH:22][CH:23]=2)[CH:18]=[CH:17][N:16]=1.Cl[C:26]([O:28][CH2:29][CH3:30])=[O:27].N#N. (7) Given the product [Cl:22][C:17]1[CH:16]=[C:15]([C:13]2[N:14]=[C:10]([C:8]3[CH:9]=[C:4]([C:3]([OH:2])=[O:24])[C:5]([C:30]4[CH:31]=[C:26]([F:25])[CH:27]=[CH:28][C:29]=4[F:32])=[CH:6][CH:7]=3)[S:11][CH:12]=2)[CH:20]=[CH:19][C:18]=1[Cl:21], predict the reactants needed to synthesize it. The reactants are: C[O:2][C:3](=[O:24])[C:4]1[CH:9]=[C:8]([C:10]2[S:11][CH:12]=[C:13]([C:15]3[CH:20]=[CH:19][C:18]([Cl:21])=[C:17]([Cl:22])[CH:16]=3)[N:14]=2)[CH:7]=[CH:6][C:5]=1Br.[F:25][C:26]1[CH:31]=[CH:30][C:29]([F:32])=[CH:28][C:27]=1B(O)O.